Dataset: Full USPTO retrosynthesis dataset with 1.9M reactions from patents (1976-2016). Task: Predict the reactants needed to synthesize the given product. Given the product [NH2:10][C:7]1[N:8]=[CH:9][C:4]([CH:2]([OH:1])[CH3:3])=[N:5][CH:6]=1, predict the reactants needed to synthesize it. The reactants are: [OH:1][CH:2]([C:4]1[N:5]=[CH:6][C:7]([NH:10]C(=O)C(C)(C)C)=[N:8][CH:9]=1)[CH3:3].C(=O)([O-])[O-].[K+].[K+].